Dataset: Forward reaction prediction with 1.9M reactions from USPTO patents (1976-2016). Task: Predict the product of the given reaction. (1) Given the reactants [NH2:1][CH2:2][CH2:3][CH2:4][CH2:5][N:6]1[C:18]2[C:17]3[CH:16]=[CH:15][CH:14]=[CH:13][C:12]=3[N:11]=[C:10]([NH2:19])[C:9]=2[N:8]=[C:7]1[CH2:20][CH2:21][CH2:22][CH3:23].[C:24]1([N:30]=[C:31]=[O:32])[CH:29]=[CH:28][CH:27]=[CH:26][CH:25]=1, predict the reaction product. The product is: [NH2:19][C:10]1[C:9]2[N:8]=[C:7]([CH2:20][CH2:21][CH2:22][CH3:23])[N:6]([CH2:5][CH2:4][CH2:3][CH2:2][NH:1][C:31]([NH:30][C:24]3[CH:29]=[CH:28][CH:27]=[CH:26][CH:25]=3)=[O:32])[C:18]=2[C:17]2[CH:16]=[CH:15][CH:14]=[CH:13][C:12]=2[N:11]=1. (2) Given the reactants [C:1]([O:5][C:6]([NH:8][C@@H:9]([CH3:19])[C:10](=[O:18])SC1C=CC=CC=1)=[O:7])([CH3:4])([CH3:3])[CH3:2].[CH:20](/B(O)O)=[CH:21]\[CH2:22][CH2:23][CH2:24][CH2:25][CH2:26][CH2:27][CH2:28][CH2:29][CH2:30][CH2:31][CH2:32][CH2:33][CH3:34].P(OCC)(OCC)OCC, predict the reaction product. The product is: [O:18]=[C:10](/[CH:20]=[CH:21]/[CH2:22][CH2:23][CH2:24][CH2:25][CH2:26][CH2:27][CH2:28][CH2:29][CH2:30][CH2:31][CH2:32][CH2:33][CH3:34])[C@@H:9]([NH:8][C:6](=[O:7])[O:5][C:1]([CH3:2])([CH3:3])[CH3:4])[CH3:19].